Dataset: Catalyst prediction with 721,799 reactions and 888 catalyst types from USPTO. Task: Predict which catalyst facilitates the given reaction. Reactant: [Cl:1][C:2]1[CH:3]=[C:4]([CH:14]=[CH:15][C:16]=1[N+:17]([O-:19])=[O:18])[CH2:5]P(=O)(OCC)OCC.O=[C:21]1[CH2:26][CH2:25][N:24]([C:27]([O:29][C:30]([CH3:33])([CH3:32])[CH3:31])=[O:28])[CH2:23][CH2:22]1.O1CCCC1.[H-].[Na+]. Product: [Cl:1][C:2]1[CH:3]=[C:4]([CH:14]=[CH:15][C:16]=1[N+:17]([O-:19])=[O:18])[CH:5]=[C:21]1[CH2:26][CH2:25][N:24]([C:27]([O:29][C:30]([CH3:33])([CH3:32])[CH3:31])=[O:28])[CH2:23][CH2:22]1. The catalyst class is: 6.